The task is: Predict the product of the given reaction.. This data is from Forward reaction prediction with 1.9M reactions from USPTO patents (1976-2016). (1) The product is: [F:27][C:22]1[CH:23]=[CH:24][CH:25]=[CH:26][C:21]=1[C@@H:19]([NH:18][C:13]1[O:14][C:15]([CH3:16])([CH3:17])[CH:10]([C:6]2[CH:5]=[C:4]([CH:9]=[CH:8][CH:7]=2)[C:3]([OH:30])=[O:2])[S:11](=[O:28])(=[O:29])[N:12]=1)[CH3:20]. Given the reactants C[O:2][C:3](=[O:30])[C:4]1[CH:9]=[CH:8][CH:7]=[C:6]([CH:10]2[C:15]([CH3:17])([CH3:16])[O:14][C:13]([NH:18][C@H:19]([C:21]3[CH:26]=[CH:25][CH:24]=[CH:23][C:22]=3[F:27])[CH3:20])=[N:12][S:11]2(=[O:29])=[O:28])[CH:5]=1.S(=O)(=O)(O)O.C(=O)([O-])[O-].[Na+].[Na+], predict the reaction product. (2) The product is: [Cl:13][C:10]1[CH:9]=[CH:8][C:7]([C:5]2[S:4][C:3]3[C:14](=[O:16])[N:23]([C:22]4[CH:24]=[CH:25][C:26]([O:27][CH2:28][C:29]([CH3:36])([N:31]5[CH2:35][CH2:34][CH2:33][CH2:32]5)[CH3:30])=[C:20]([O:19][CH3:18])[CH:21]=4)[CH:37]=[N:1][C:2]=3[CH:6]=2)=[CH:12][CH:11]=1. Given the reactants [NH2:1][C:2]1[CH:6]=[C:5]([C:7]2[CH:12]=[CH:11][C:10]([Cl:13])=[CH:9][CH:8]=2)[S:4][C:3]=1[C:14]([O:16]C)=O.[CH3:18][O:19][C:20]1[CH:21]=[C:22]([CH:24]=[CH:25][C:26]=1[O:27][CH2:28][C:29]([CH3:36])([N:31]1[CH2:35][CH2:34][CH2:33][CH2:32]1)[CH3:30])[NH2:23].[CH3:37]N(C(OC)OC)C, predict the reaction product. (3) Given the reactants CN([C:4]([O:8]N1N=NC2C=CC=NC1=2)=[N+](C)C)C.F[P-](F)(F)(F)(F)F.COC[C@@H](O[C:31]1[CH:39]=[CH:38][C:37]([O:40][C:41]2[CH:46]=[CH:45][C:44]([S:47]([CH3:50])(=[O:49])=[O:48])=[CH:43][CH:42]=2)=[CH:36][C:32]=1[C:33]([OH:35])=O)C.CCN(C(C)C)[CH:54]([CH3:56])[CH3:55].[NH2:60][C:61]1[CH:65]=[CH:64][N:63]([C:66]([O:68][C:69]([CH3:72])([CH3:71])[CH3:70])=[O:67])[N:62]=1.CN(C=[O:77])C, predict the reaction product. The product is: [CH3:4][O:8][CH2:55][C@@H:54]([O:77][C:39]1[CH:31]=[C:32]([CH:36]=[C:37]([O:40][C:41]2[CH:42]=[CH:43][C:44]([S:47]([CH3:50])(=[O:48])=[O:49])=[CH:45][CH:46]=2)[CH:38]=1)[C:33]([NH:60][C:61]1[CH:65]=[CH:64][N:63]([C:66]([O:68][C:69]([CH3:72])([CH3:71])[CH3:70])=[O:67])[N:62]=1)=[O:35])[CH3:56].